This data is from Forward reaction prediction with 1.9M reactions from USPTO patents (1976-2016). The task is: Predict the product of the given reaction. (1) Given the reactants C1(S([N:10]2[C:14]3[N:15]=[CH:16][N:17]=[C:18]([C:19]4[CH:20]=[CH:21][C:22]([O:27][CH:28]5[CH2:33][CH2:32][O:31][CH2:30][CH2:29]5)=[C:23]([CH:26]=4)[C:24]#[N:25])[C:13]=3[CH:12]=[C:11]2[C:34]2[CH:39]=[CH:38][C:37]([N:40]3[CH2:45][CH2:44][NH:43][CH2:42][CH2:41]3)=[CH:36][CH:35]=2)(=O)=O)C=CC=CC=1.[CH3:46][S:47](Cl)(=[O:49])=[O:48], predict the reaction product. The product is: [CH3:46][S:47]([N:43]1[CH2:44][CH2:45][N:40]([C:37]2[CH:36]=[CH:35][C:34]([C:11]3[NH:10][C:14]4[N:15]=[CH:16][N:17]=[C:18]([C:19]5[CH:20]=[CH:21][C:22]([O:27][CH:28]6[CH2:33][CH2:32][O:31][CH2:30][CH2:29]6)=[C:23]([CH:26]=5)[C:24]#[N:25])[C:13]=4[CH:12]=3)=[CH:39][CH:38]=2)[CH2:41][CH2:42]1)(=[O:49])=[O:48]. (2) Given the reactants [Cl:1][C:2]1[CH:3]=[CH:4][C:5]([OH:19])=[C:6]([CH2:8][C:9]2[O:13][C:12]([C:14]([O:16][CH2:17][CH3:18])=[O:15])=[CH:11][CH:10]=2)[CH:7]=1.[F:20][C:21]1[CH:28]=[C:27]([F:29])[CH:26]=[CH:25][C:22]=1[CH2:23]Br.C(=O)([O-])[O-].[K+].[K+], predict the reaction product. The product is: [Cl:1][C:2]1[CH:3]=[CH:4][C:5]([O:19][CH2:23][C:22]2[CH:25]=[CH:26][C:27]([F:29])=[CH:28][C:21]=2[F:20])=[C:6]([CH2:8][C:9]2[O:13][C:12]([C:14]([O:16][CH2:17][CH3:18])=[O:15])=[CH:11][CH:10]=2)[CH:7]=1. (3) Given the reactants [NH2:1][CH2:2][C@H:3]1[N:10]([C:11]([C:13]2[N:14]=[C:15]([CH3:25])[S:16][C:17]=2[C:18]2[CH:19]=[C:20]([CH3:24])[CH:21]=[CH:22][CH:23]=2)=[O:12])[CH2:9][C@H:8]2[C@@H:4]1[CH2:5][CH:6]([CH3:26])[CH2:7]2.[CH3:27][C:28]1[CH:29]=[C:30]([CH:34]=[CH:35][N:36]=1)[C:31](O)=[O:32], predict the reaction product. The product is: [CH3:27][C:28]1[CH:29]=[C:30]([CH:34]=[CH:35][N:36]=1)[C:31]([NH:1][CH2:2][C@H:3]1[N:10]([C:11]([C:13]2[N:14]=[C:15]([CH3:25])[S:16][C:17]=2[C:18]2[CH:19]=[C:20]([CH3:24])[CH:21]=[CH:22][CH:23]=2)=[O:12])[CH2:9][C@H:8]2[C@@H:4]1[CH2:5][CH:6]([CH3:26])[CH2:7]2)=[O:32]. (4) Given the reactants [CH3:1][C:2]1([CH3:15])[CH:7]=[CH:6][C:5]2[CH:8]=[C:9]([N+:12]([O-])=O)[CH:10]=[CH:11][C:4]=2[O:3]1.O.NN.O, predict the reaction product. The product is: [NH2:12][C:9]1[CH:10]=[CH:11][C:4]2[O:3][C:2]([CH3:1])([CH3:15])[CH:7]=[CH:6][C:5]=2[CH:8]=1. (5) Given the reactants [CH:1]1([CH2:7][C:8](=O)[CH2:9][C:10]([O:12]CC)=[O:11])[CH2:6][CH2:5][CH2:4][CH2:3][CH2:2]1.[N:16]([C:19]1[CH:29]=[CH:28][C:22]([C:23]([NH:25][CH2:26][CH3:27])=[O:24])=[CH:21][CH:20]=1)=[N+:17]=[N-:18].[O-]CC.[Na+].O, predict the reaction product. The product is: [CH:1]1([CH2:7][C:8]2[N:16]([C:19]3[CH:20]=[CH:21][C:22]([C:23]([NH:25][CH2:26][CH3:27])=[O:24])=[CH:28][CH:29]=3)[N:17]=[N:18][C:9]=2[C:10]([OH:12])=[O:11])[CH2:2][CH2:3][CH2:4][CH2:5][CH2:6]1. (6) The product is: [Cl:53][C:54]1[N:62]=[CH:61][CH:60]=[C:59]([CH3:63])[C:55]=1[C:56]([NH:1][CH2:2][CH2:3][C@H:4]([N:6]1[CH2:11][CH2:10][CH:9]([N:12]([C:21]2[CH:26]=[CH:25][C:24]([O:27][CH2:28][CH2:29][O:30][CH3:31])=[CH:23][CH:22]=2)[CH2:13][C:14]2[CH:15]=[N:16][CH:17]=[CH:18][C:19]=2[CH3:20])[CH2:8][CH2:7]1)[CH3:5])=[O:57]. Given the reactants [NH2:1][CH2:2][CH2:3][C@H:4]([N:6]1[CH2:11][CH2:10][CH:9]([N:12]([C:21]2[CH:26]=[CH:25][C:24]([O:27][CH2:28][CH2:29][O:30][CH3:31])=[CH:23][CH:22]=2)[CH2:13][C:14]2[CH:15]=[N:16][CH:17]=[CH:18][C:19]=2[CH3:20])[CH2:8][CH2:7]1)[CH3:5].CCN=C=NCCCN(C)C.C1C=CC2N(O)N=NC=2C=1.[Cl:53][C:54]1[N:62]=[CH:61][CH:60]=[C:59]([CH3:63])[C:55]=1[C:56](O)=[O:57].CCN(C(C)C)C(C)C, predict the reaction product.